Predict the reactants needed to synthesize the given product. From a dataset of Full USPTO retrosynthesis dataset with 1.9M reactions from patents (1976-2016). (1) The reactants are: [S:1]1[C:9]2[CH2:8][CH2:7][N:6]([C:10]([O:12][C:13]([CH3:16])([CH3:15])[CH3:14])=[O:11])[CH2:5][C:4]=2[CH:3]=[C:2]1[C:17](OCC)=[O:18].[H-].[H-].[H-].[H-].[Li+].[Al+3]. Given the product [OH:18][CH2:17][C:2]1[S:1][C:9]2[CH2:8][CH2:7][N:6]([C:10]([O:12][C:13]([CH3:16])([CH3:15])[CH3:14])=[O:11])[CH2:5][C:4]=2[CH:3]=1, predict the reactants needed to synthesize it. (2) Given the product [CH3:1][N:2]([CH2:10][C:11]1([CH2:20][CH2:21][N:30]2[C@H:27]3[CH2:28][CH2:29][C@@H:23]2[CH2:24][CH:25]([N:31]2[C:35]4[CH:36]=[CH:37][CH:38]=[CH:39][C:34]=4[N:33]=[C:32]2[CH3:40])[CH2:26]3)[C:19]2[C:14](=[CH:15][CH:16]=[CH:17][CH:18]=2)[CH2:13][CH2:12]1)[C:3](=[O:9])[O:4][C:5]([CH3:8])([CH3:7])[CH3:6], predict the reactants needed to synthesize it. The reactants are: [CH3:1][N:2]([CH2:10][C:11]1([CH2:20][CH:21]=O)[C:19]2[C:14](=[CH:15][CH:16]=[CH:17][CH:18]=2)[CH2:13][CH2:12]1)[C:3](=[O:9])[O:4][C:5]([CH3:8])([CH3:7])[CH3:6].[C@@H:23]12[NH:30][C@@H:27]([CH2:28][CH2:29]1)[CH2:26][CH:25]([N:31]1[C:35]3[CH:36]=[CH:37][CH:38]=[CH:39][C:34]=3[N:33]=[C:32]1[CH3:40])[CH2:24]2.C(O[BH-](OC(=O)C)OC(=O)C)(=O)C.[Na+].C([O-])(O)=O.[Na+]. (3) Given the product [CH2:44]1[C:4]2([CH2:9][CH2:10][CH2:11][N:12]2[CH2:21][C:20]2[CH:23]=[CH:24][C:25]([O:26][CH:27]3[CH2:30][N:29]([C:31]([C:33]4[O:34][C:35]([C:38]5[CH:39]=[CH:40][CH:41]=[CH:42][CH:43]=5)=[N:36][N:37]=4)=[O:32])[CH2:28]3)=[C:18]([O:17][CH3:16])[CH:19]=2)[CH2:2][O:3]1, predict the reactants needed to synthesize it. The reactants are: O[C:2]([C:4](F)(F)F)=[O:3].O1[C:11]2(CCC[NH:12]2)[CH2:10][CH2:9]1.[CH3:16][O:17][C:18]1[CH:19]=[C:20]([CH:23]=[CH:24][C:25]=1[O:26][CH:27]1[CH2:30][N:29]([C:31]([C:33]2[O:34][C:35]([C:38]3[CH:43]=[CH:42][CH:41]=[CH:40][CH:39]=3)=[N:36][N:37]=2)=[O:32])[CH2:28]1)[CH:21]=O.[CH2:44](N(CC)CC)C.[Na].C([O-])(O)=O.[Na+]. (4) Given the product [CH2:4]([O:6][CH:7]([O:10][CH2:11][CH3:12])[C:8](=[NH:9])[NH:20][CH2:19][C:18]1[CH:21]=[CH:22][C:15]([O:14][CH3:13])=[CH:16][CH:17]=1)[CH3:5], predict the reactants needed to synthesize it. The reactants are: C[O-].[Na+].[CH2:4]([O:6][CH:7]([O:10][CH2:11][CH3:12])[C:8]#[N:9])[CH3:5].[CH3:13][O:14][C:15]1[CH:22]=[CH:21][C:18]([CH2:19][NH2:20])=[CH:17][CH:16]=1. (5) Given the product [F:19][C:16]1[CH:17]=[CH:18][C:13]([O:12][CH2:11][C:9]2[N:10]=[C:5]3[N:4]=[CH:3][C:2]([C:25]4[CH:26]=[N:27][C:22]([C:21]([F:32])([F:31])[F:20])=[CH:23][CH:24]=4)=[CH:7][N:6]3[CH:8]=2)=[N:14][CH:15]=1, predict the reactants needed to synthesize it. The reactants are: Br[C:2]1[CH:3]=[N:4][C:5]2[N:6]([CH:8]=[C:9]([CH2:11][O:12][C:13]3[CH:18]=[CH:17][C:16]([F:19])=[CH:15][N:14]=3)[N:10]=2)[CH:7]=1.[F:20][C:21]([F:32])([F:31])[C:22]1[N:27]=[CH:26][C:25](B(O)O)=[CH:24][CH:23]=1. (6) The reactants are: [Cl:1][C:2]1[CH:10]=[C:9]([Cl:11])[CH:8]=[CH:7][C:3]=1[C:4]([OH:6])=[O:5].[Br:12]Br.O. Given the product [Br:12][C:8]1[C:9]([Cl:11])=[CH:10][C:2]([Cl:1])=[C:3]([CH:7]=1)[C:4]([OH:6])=[O:5], predict the reactants needed to synthesize it. (7) Given the product [C:29]([NH:33][S:34]([C:37]1[CH:42]=[CH:41][CH:40]=[CH:39][C:38]=1[N:26]1[C:25](=[O:28])[CH:24]=[CH:23][C:22]([C:21]2[C:9]([C:3]3[CH:4]=[CH:5][C:6]([F:8])=[CH:7][C:2]=3[F:1])=[N:10][N:11]3[CH2:16][CH:15]([CH2:17][N:18]([CH3:20])[CH3:19])[CH2:14][NH:13][C:12]=23)=[N:27]1)(=[O:36])=[O:35])([CH3:32])([CH3:30])[CH3:31], predict the reactants needed to synthesize it. The reactants are: [F:1][C:2]1[CH:7]=[C:6]([F:8])[CH:5]=[CH:4][C:3]=1[C:9]1[C:21]([C:22]2[CH:23]=[CH:24][C:25](=[O:28])[NH:26][N:27]=2)=[C:12]2[NH:13][CH2:14][CH:15]([CH2:17][N:18]([CH3:20])[CH3:19])[CH2:16][N:11]2[N:10]=1.[C:29]([NH:33][S:34]([C:37]1[CH:42]=[CH:41][CH:40]=[CH:39][C:38]=1B(O)O)(=[O:36])=[O:35])([CH3:32])([CH3:31])[CH3:30].N1C=CC=CC=1.O. (8) Given the product [CH2:16]=[C:3]1[CH2:8][CH2:7][N:6]([C:9]([O:11][C:12]([CH3:15])([CH3:14])[CH3:13])=[O:10])[CH2:5][CH2:4]1, predict the reactants needed to synthesize it. The reactants are: [Br-].O=[C:3]1[CH2:8][CH2:7][N:6]([C:9]([O:11][C:12]([CH3:15])([CH3:14])[CH3:13])=[O:10])[CH2:5][CH2:4]1.[C:16](O[K])(C)(C)C. (9) Given the product [Cl:24][C:13]1[N:14]([CH:15]([CH3:16])[CH3:17])[C:10]([CH2:9][S:8][C:6]2[N:5]=[C:4]([OH:18])[CH:3]=[C:2]([CH3:1])[N:7]=2)=[CH:11][N:12]=1, predict the reactants needed to synthesize it. The reactants are: [CH3:1][C:2]1[N:7]=[C:6]([S:8][CH2:9][C:10]2[N:14]([CH:15]([CH3:17])[CH3:16])[CH:13]=[N:12][CH:11]=2)[N:5]=[C:4]([OH:18])[CH:3]=1.[Li]CCCC.[Cl:24]C(Cl)(Cl)C(Cl)(Cl)Cl. (10) Given the product [Cl:1][C:2]1[N:9]=[CH:8][CH:7]=[C:6]([O:12][CH3:11])[C:3]=1[CH:4]=[O:5], predict the reactants needed to synthesize it. The reactants are: [Cl:1][C:2]1[N:9]=[CH:8][CH:7]=[C:6](Cl)[C:3]=1[CH:4]=[O:5].[CH3:11][O-:12].C([N+](CCCC)(CCCC)CCCC)CCC.